Dataset: Reaction yield outcomes from USPTO patents with 853,638 reactions. Task: Predict the reaction yield, written as a fraction of the theoretical maximum amount of product (1.0 means a 100% yield; for example, 0.34 means a 34% yield). (1) The reactants are C(O[CH:4]=[C:5]([C:11]([O:13]CC)=O)[C:6]([O:8][CH2:9][CH3:10])=[O:7])C.Cl.[C:17](=[NH:20])([NH2:19])[CH3:18].[O-]CC.[Na+]. The catalyst is C(O)C. The product is [CH3:18][C:17]1[NH:20][C:11](=[O:13])[C:5]([C:6]([O:8][CH2:9][CH3:10])=[O:7])=[CH:4][N:19]=1. The yield is 0.495. (2) The reactants are [C:1]1([C:7]2([C:17]3[CH:22]=[CH:21][CH:20]=[CH:19][CH:18]=3)[CH:11]3[CH2:12][NH:13][CH2:14][CH2:15][N:10]3[C:9](=[O:16])[O:8]2)[CH:6]=[CH:5][CH:4]=[CH:3][CH:2]=1.Cl[CH2:24][C:25]([N:27]=[C:28]=[O:29])=[O:26].[NH:30]1[CH2:35][CH:34]=[CH:33][CH2:32][CH2:31]1.C(OCC)(=O)C. The catalyst is O1CCCC1. The product is [N:30]1([CH2:24][C:25]([NH:27][C:28]([N:13]2[CH2:14][CH2:15][N:10]3[C:9](=[O:16])[O:8][C:7]([C:1]4[CH:6]=[CH:5][CH:4]=[CH:3][CH:2]=4)([C:17]4[CH:18]=[CH:19][CH:20]=[CH:21][CH:22]=4)[CH:11]3[CH2:12]2)=[O:29])=[O:26])[CH2:31][CH:32]=[CH:33][CH2:34][CH2:35]1. The yield is 0.720. (3) The reactants are Br[CH2:2][C:3]1[C:4]([Cl:13])=[C:5]([CH:10]=[CH:11][CH:12]=1)[C:6]([O:8][CH3:9])=[O:7].[O-][C:15]#[N:16].[Na+]. The catalyst is CN(C)C=O.C(OCC)(=O)C.CCCCCC. The product is [Cl:13][C:4]1[C:3]([CH2:2][C:15]#[N:16])=[CH:12][CH:11]=[CH:10][C:5]=1[C:6]([O:8][CH3:9])=[O:7]. The yield is 0.790.